This data is from Catalyst prediction with 721,799 reactions and 888 catalyst types from USPTO. The task is: Predict which catalyst facilitates the given reaction. (1) Reactant: Br[C:2]1[CH:10]=[CH:9][CH:8]=[CH:7][C:3]=1[C:4]([OH:6])=[O:5].[Li]CCCC.[CH2:16]([N:23]1[CH2:28][CH2:27][C:26](=O)[CH2:25][CH2:24]1)[C:17]1[CH:22]=[CH:21][CH:20]=[CH:19][CH:18]=1. Product: [CH2:16]([N:23]1[CH2:28][CH2:27][C:26]2([C:2]3[C:3](=[CH:7][CH:8]=[CH:9][CH:10]=3)[C:4](=[O:5])[O:6]2)[CH2:25][CH2:24]1)[C:17]1[CH:22]=[CH:21][CH:20]=[CH:19][CH:18]=1. The catalyst class is: 1. (2) Product: [NH2:19][CH2:18][CH2:17][CH2:16][O:15][C:11]1[CH:10]=[C:9]2[C:14](=[CH:13][CH:12]=1)[N:5]([CH3:4])[C:6](=[O:30])[CH:7]=[CH:8]2. The catalyst class is: 8. Reactant: O.NN.[CH3:4][N:5]1[C:14]2[C:9](=[CH:10][C:11]([O:15][CH2:16][CH2:17][CH2:18][N:19]3C(=O)C4C(=CC=CC=4)C3=O)=[CH:12][CH:13]=2)[CH:8]=[CH:7][C:6]1=[O:30]. (3) Reactant: C1(P(C2C=CC=CC=2)C2C=CC=CC=2)C=CC=CC=1.[C:20]([O:24][C:25]([N:27]1[CH2:32][CH2:31][CH:30]([CH2:33][CH2:34][CH2:35][N:36]=[N+]=[N-])[CH2:29][CH2:28]1)=[O:26])([CH3:23])([CH3:22])[CH3:21].CC#N.O. Product: [C:20]([O:24][C:25]([N:27]1[CH2:32][CH2:31][CH:30]([CH2:33][CH2:34][CH2:35][NH2:36])[CH2:29][CH2:28]1)=[O:26])([CH3:23])([CH3:22])[CH3:21]. The catalyst class is: 1. (4) Reactant: [Br:1][C:2]1[C:10]2[C:5](=[N:6][CH:7]=[CH:8][CH:9]=2)[S:4][C:3]=1[C:11](O)=[O:12].[BH4-].[BH4-].[BH4-].[BH4-].[Na+].[Na+].[Na+].[Na+]. The catalyst class is: 309. Product: [Br:1][C:2]1[C:10]2[C:5](=[N:6][CH:7]=[CH:8][CH:9]=2)[S:4][C:3]=1[CH2:11][OH:12]. (5) Reactant: [F:1][C:2]1[CH:3]=[C:4]([S:8]([C:11]2([CH:16]3[CH2:21][CH2:20][N:19]([C:22]([O:24][C:25]([CH3:28])([CH3:27])[CH3:26])=[O:23])[CH2:18][CH2:17]3)[CH2:14][CH:13]([OH:15])[CH2:12]2)(=[O:10])=[O:9])[CH:5]=[CH:6][CH:7]=1. Product: [F:1][C:2]1[CH:3]=[C:4]([S:8]([C:11]2([CH:16]3[CH2:21][CH2:20][N:19]([C:22]([O:24][C:25]([CH3:28])([CH3:27])[CH3:26])=[O:23])[CH2:18][CH2:17]3)[CH2:14][C:13](=[O:15])[CH2:12]2)(=[O:10])=[O:9])[CH:5]=[CH:6][CH:7]=1. The catalyst class is: 25. (6) Reactant: [C:1]12([C:11]3[CH:21]=[CH:20][C:14]([O:15][CH2:16][C:17](O)=[O:18])=[CH:13][CH:12]=3)[CH2:10][CH:5]3[CH2:6][CH:7]([CH2:9][CH:3]([CH2:4]3)[CH2:2]1)[CH2:8]2.[CH3:22][O:23][C:24](=[O:36])[C:25]1[CH:34]=[CH:33][C:32]([NH2:35])=[C:27]([C:28]([O:30][CH3:31])=[O:29])[CH:26]=1.C1C=NC2N(O)N=NC=2C=1.CCN(C(C)C)C(C)C. Product: [CH3:22][O:23][C:24](=[O:36])[C:25]1[CH:34]=[CH:33][C:32]([NH:35][C:17](=[O:18])[CH2:16][O:15][C:14]2[CH:13]=[CH:12][C:11]([C:1]34[CH2:10][CH:5]5[CH2:4][CH:3]([CH2:9][CH:7]([CH2:6]5)[CH2:8]3)[CH2:2]4)=[CH:21][CH:20]=2)=[C:27]([C:28]([O:30][CH3:31])=[O:29])[CH:26]=1. The catalyst class is: 3. (7) Reactant: [Br:1][C:2]1[CH:8]=[CH:7][C:5]([NH2:6])=[C:4]([CH2:9][CH3:10])[CH:3]=1.Cl.S([O-])([O-])(=O)=O.[Na+].[Na+].Cl.[NH2:20][OH:21].Cl[C:23](Cl)(Cl)[CH:24]([OH:26])O. Product: [Br:1][C:2]1[CH:8]=[CH:7][C:5]([NH:6][C:24](=[O:26])[CH:23]=[N:20][OH:21])=[C:4]([CH2:9][CH3:10])[CH:3]=1. The catalyst class is: 6.